Task: Binary Classification. Given a drug SMILES string, predict its activity (active/inactive) in a high-throughput screening assay against a specified biological target.. Dataset: Orexin1 receptor HTS with 218,158 compounds and 233 confirmed actives The molecule is O=C/1C=C(N(CC)CC)C=CC1=C\NNC(=O)c1occc1. The result is 1 (active).